Task: Predict which catalyst facilitates the given reaction.. Dataset: Catalyst prediction with 721,799 reactions and 888 catalyst types from USPTO (1) Reactant: [C:1]([O:5][C:6](=[O:30])[CH2:7][O:8][C:9]1[C:18]2[CH2:17][CH2:16][CH2:15][CH:14]([NH:19][S:20]([C:23]3[CH:28]=[CH:27][C:26](Br)=[CH:25][CH:24]=3)(=[O:22])=[O:21])[C:13]=2[CH:12]=[CH:11][CH:10]=1)([CH3:4])([CH3:3])[CH3:2].C(=O)([O-])[O-].[K+].[K+].[F:37][C:38]1[CH:43]=[CH:42][N:41]=[C:40](B(O)O)[CH:39]=1. Product: [C:1]([O:5][C:6](=[O:30])[CH2:7][O:8][C:9]1[C:18]2[CH2:17][CH2:16][CH2:15][CH:14]([NH:19][S:20]([C:23]3[CH:28]=[CH:27][C:26]([C:40]4[CH:39]=[C:38]([F:37])[CH:43]=[CH:42][N:41]=4)=[CH:25][CH:24]=3)(=[O:22])=[O:21])[C:13]=2[CH:12]=[CH:11][CH:10]=1)([CH3:4])([CH3:3])[CH3:2]. The catalyst class is: 77. (2) Reactant: Br[CH2:2][CH2:3][C:4]1[CH:9]=[CH:8][C:7]([N+:10]([O-:12])=[O:11])=[CH:6][CH:5]=1.[NH:13]1[CH2:18][CH2:17][O:16][CH2:15][CH2:14]1.C(=O)([O-])[O-].[K+].[K+]. Product: [N+:10]([C:7]1[CH:8]=[CH:9][C:4]([CH2:3][CH2:2][N:13]2[CH2:18][CH2:17][O:16][CH2:15][CH2:14]2)=[CH:5][CH:6]=1)([O-:12])=[O:11]. The catalyst class is: 16. (3) Reactant: [CH3:1][N:2]([CH3:15])[C:3]1[C:10]([C:11]([F:14])([F:13])[F:12])=[CH:9][CH:8]=[CH:7]C=1C#N.[OH-:16].[Na+].[Cl-].[Na+].Cl.[CH2:21]([OH:24])[CH2:22]O. Product: [CH3:1][N:2]([CH3:15])[C:3]1[C:10]([C:11]([F:14])([F:13])[F:12])=[CH:9][CH:8]=[CH:7][C:22]=1[C:21]([OH:24])=[O:16]. The catalyst class is: 6. (4) Reactant: C[O:2][C:3](=[O:26])[C:4]1([CH2:25][CH2:24][CH2:23][CH2:22]1)[NH:5][CH2:6][C:7]1[CH:16]=[C:15]2[C:10]([C:11]([Cl:21])=[CH:12][N:13]=[C:14]2[NH:17][C:18]([NH2:20])=[NH:19])=[CH:9][CH:8]=1.[OH-].[Na+]. Product: [ClH:21].[ClH:21].[Cl:21][C:11]1[C:10]2[C:15](=[CH:16][C:7]([CH2:6][NH:5][C:4]3([C:3]([OH:26])=[O:2])[CH2:22][CH2:23][CH2:24][CH2:25]3)=[CH:8][CH:9]=2)[C:14]([NH:17][C:18]([NH2:20])=[NH:19])=[N:13][CH:12]=1. The catalyst class is: 5. (5) Reactant: [F:1][C:2]1[CH:3]=[C:4]([N:9]2[CH:17]=[N:16][C:15]3[C:10]2=[N:11][C:12]([NH:18][C@@H:19]2[CH2:23][CH2:22][C@@H:21]([C:24]([OH:26])=O)[CH2:20]2)=[N:13][CH:14]=3)[CH:5]=[CH:6][C:7]=1[I:8].Cl.C[N:29](C)CCCN=C=NCC.O.ON1C2C=CC=CC=2N=N1.N.O1CCOCC1. Product: [F:1][C:2]1[CH:3]=[C:4]([N:9]2[CH:17]=[N:16][C:15]3[C:10]2=[N:11][C:12]([NH:18][C@@H:19]2[CH2:23][CH2:22][C@@H:21]([C:24]([NH2:29])=[O:26])[CH2:20]2)=[N:13][CH:14]=3)[CH:5]=[CH:6][C:7]=1[I:8]. The catalyst class is: 1. (6) Reactant: [CH:1]1([NH:7][C:8]2[C:16]([N+:17]([O-:19])=[O:18])=[CH:15][C:11]([C:12]([OH:14])=[O:13])=[CH:10][N:9]=2)[CH2:6][CH2:5][CH2:4][CH2:3][CH2:2]1.Cl[Si](C)(C)[CH3:22]. Product: [CH:1]1([NH:7][C:8]2[C:16]([N+:17]([O-:19])=[O:18])=[CH:15][C:11]([C:12]([O:14][CH3:22])=[O:13])=[CH:10][N:9]=2)[CH2:6][CH2:5][CH2:4][CH2:3][CH2:2]1. The catalyst class is: 5. (7) Reactant: [C:1]([C:3]1([C:14]2[CH:19]=[CH:18][CH:17]=[C:16]([O:20][CH2:21][C:22]3[CH:27]=[CH:26][CH:25]=[CH:24][CH:23]=3)[CH:15]=2)[CH2:8][C:7](C(OC)=O)=[C:6]([OH:13])[CH2:5][CH2:4]1)#[N:2].[OH-].[K+].[Cl-].[NH4+]. Product: [CH2:21]([O:20][C:16]1[CH:15]=[C:14]([C:3]2([C:1]#[N:2])[CH2:4][CH2:5][C:6](=[O:13])[CH2:7][CH2:8]2)[CH:19]=[CH:18][CH:17]=1)[C:22]1[CH:23]=[CH:24][CH:25]=[CH:26][CH:27]=1. The catalyst class is: 38. (8) The catalyst class is: 21. Product: [C:42]([O:47][CH2:48][O:25][C:24]1[C:19]([C:18](=[O:28])[NH:17][C@H:11]2[CH2:10][O:9][CH2:8][C@H:7]([CH2:29][CH2:30][CH:31]([CH3:33])[CH3:32])[C@@H:6]([CH:1]3[CH2:5][CH2:4][CH2:3][CH2:2]3)[C@H:14]([CH3:15])[O:13][C:12]2=[O:16])=[N:20][CH:21]=[CH:22][C:23]=1[O:26][CH3:27])(=[O:46])[CH:43]([CH3:45])[CH3:44]. Reactant: [CH:1]1([C@H:6]2[C@H:14]([CH3:15])[O:13][C:12](=[O:16])[C@@H:11]([NH:17][C:18](=[O:28])[C:19]3[C:24]([OH:25])=[C:23]([O:26][CH3:27])[CH:22]=[CH:21][N:20]=3)[CH2:10][O:9][CH2:8][C@@H:7]2[CH2:29][CH2:30][CH:31]([CH3:33])[CH3:32])[CH2:5][CH2:4][CH2:3][CH2:2]1.C(=O)([O-])[O-].[Na+].[Na+].[I-].[Na+].[C:42]([O:47][CH2:48]Cl)(=[O:46])[CH:43]([CH3:45])[CH3:44]. (9) Reactant: [BH4-].[Na+].[CH3:3][O:4][C:5]1[N:6]=[C:7]2[C:12](=[CH:13][CH:14]=1)[N:11]=[CH:10][CH:9]=[C:8]2[NH:15][C:16]([N:18]1[CH2:23][CH2:22][N:21]([CH2:24][C:25](=[O:36])[C:26]2[CH:35]=[N:34][C:33]3[C:28](=[CH:29][CH:30]=[CH:31][CH:32]=3)[N:27]=2)[CH2:20][CH2:19]1)=[O:17]. Product: [CH3:3][O:4][C:5]1[N:6]=[C:7]2[C:12](=[CH:13][CH:14]=1)[N:11]=[CH:10][CH:9]=[C:8]2[NH:15][C:16]([N:18]1[CH2:19][CH2:20][N:21]([CH2:24][CH:25]([OH:36])[C:26]2[CH:35]=[N:34][C:33]3[C:28](=[CH:29][CH:30]=[CH:31][CH:32]=3)[N:27]=2)[CH2:22][CH2:23]1)=[O:17]. The catalyst class is: 24. (10) Reactant: [Cl:1][C:2]1[CH:9]=[C:8](F)[CH:7]=[CH:6][C:3]=1[C:4]#[N:5].[F:11][C:12]1[CH:23]=[CH:22][C:15]([CH2:16][C@@H:17]([C:19]([OH:21])=[O:20])[NH2:18])=[CH:14][CH:13]=1.C(=O)([O-])[O-].[Cs+].[Cs+].C(OCC)(=O)C. Product: [Cl:1][C:2]1[CH:9]=[C:8]([NH:18][C@H:17]([C:19]([OH:21])=[O:20])[CH2:16][C:15]2[CH:14]=[CH:13][C:12]([F:11])=[CH:23][CH:22]=2)[CH:7]=[CH:6][C:3]=1[C:4]#[N:5]. The catalyst class is: 16.